This data is from Reaction yield outcomes from USPTO patents with 853,638 reactions. The task is: Predict the reaction yield, written as a fraction of the theoretical maximum amount of product (1.0 means a 100% yield; for example, 0.34 means a 34% yield). (1) The reactants are CN(C(ON1N=NC2C=CC=CC1=2)=[N+](C)C)C.F[P-](F)(F)(F)(F)F.[NH2:25][C:26]1[C:27]([C:33]([OH:35])=O)=[N:28][C:29]([Br:32])=[CH:30][N:31]=1.C(N(C(C)C)C(C)C)C.[NH2:45][C:46]1[C:51]([N:52]2[CH2:57][CH2:56][C:55]([NH:59][C:60](=[O:66])[O:61][C:62]([CH3:65])([CH3:64])[CH3:63])([CH3:58])[CH2:54][CH2:53]2)=[CH:50][CH:49]=[CH:48][N:47]=1. The catalyst is CN(C=O)C. The product is [NH2:25][C:26]1[C:27]([C:33]([NH:45][C:46]2[C:51]([N:52]3[CH2:57][CH2:56][C:55]([NH:59][C:60](=[O:66])[O:61][C:62]([CH3:65])([CH3:64])[CH3:63])([CH3:58])[CH2:54][CH2:53]3)=[CH:50][CH:49]=[CH:48][N:47]=2)=[O:35])=[N:28][C:29]([Br:32])=[CH:30][N:31]=1. The yield is 0.675. (2) The reactants are Br[CH2:2][C:3]1[CH:8]=[CH:7][C:6]([N+:9]([O-:11])=[O:10])=[CH:5][C:4]=1[C:12]([F:15])([F:14])[F:13].[CH:16]1([CH2:19][N:20]2[CH2:25][CH2:24][NH:23][CH2:22][CH2:21]2)[CH2:18][CH2:17]1.C([O-])(O)=O.[Na+]. The catalyst is CC#N. The product is [CH:16]1([CH2:19][N:20]2[CH2:25][CH2:24][N:23]([CH2:2][C:3]3[CH:8]=[CH:7][C:6]([N+:9]([O-:11])=[O:10])=[CH:5][C:4]=3[C:12]([F:15])([F:14])[F:13])[CH2:22][CH2:21]2)[CH2:18][CH2:17]1. The yield is 0.960. (3) The reactants are [O:1]1[C:6]2[CH:7]=[CH:8][C:9]([CH:11]=[O:12])=[CH:10][C:5]=2[O:4][CH2:3][CH2:2]1.[I-].[CH3:14][S+](C)C.[OH-].[K+].O. The catalyst is C(#N)C. The product is [O:12]1[CH2:14][CH:11]1[C:9]1[CH:8]=[CH:7][C:6]2[O:1][CH2:2][CH2:3][O:4][C:5]=2[CH:10]=1. The yield is 1.00.